From a dataset of Peptide-MHC class I binding affinity with 185,985 pairs from IEDB/IMGT. Regression. Given a peptide amino acid sequence and an MHC pseudo amino acid sequence, predict their binding affinity value. This is MHC class I binding data. The peptide sequence is KGQASRAVI. The MHC is H-2-Dd with pseudo-sequence H-2-Dd. The binding affinity (normalized) is 0.129.